This data is from Forward reaction prediction with 1.9M reactions from USPTO patents (1976-2016). The task is: Predict the product of the given reaction. The product is: [C:1]([O:5][C:6]([C:8]1[CH:9]=[N:10][N:11]([CH2:17][C:42]2[CH:47]=[CH:46][CH:45]=[C:44]([C:48]([O:50][CH3:51])=[O:49])[CH:43]=2)[C:12]=1[S:13][CH2:14][CH2:15][CH3:16])=[O:7])([CH3:4])([CH3:3])[CH3:2]. Given the reactants [C:1]([O:5][C:6]([C:8]1[CH:9]=[N:10][N:11]([CH2:17]C2C=CC(C(OC)=O)=CC=2)[C:12]=1[S:13][CH2:14][CH2:15][CH3:16])=[O:7])([CH3:4])([CH3:3])[CH3:2].C(OC(C1C=NN(C[C:42]2[CH:47]=[CH:46][CH:45]=[C:44]([C:48]([O:50][CH3:51])=[O:49])[CH:43]=2)C=1Cl)=O)(C)(C)C, predict the reaction product.